This data is from NCI-60 drug combinations with 297,098 pairs across 59 cell lines. The task is: Regression. Given two drug SMILES strings and cell line genomic features, predict the synergy score measuring deviation from expected non-interaction effect. Cell line: HCT116. Drug 2: CN1C=C(C=N1)C2=C3N=C(C(=C(N3N=C2)N)Br)C4CCCNC4. Synergy scores: CSS=47.1, Synergy_ZIP=-4.58, Synergy_Bliss=-2.76, Synergy_Loewe=-0.931, Synergy_HSA=0.921. Drug 1: C1=CC(=C(C=C1I)F)NC2=C(C=CC(=C2F)F)C(=O)NOCC(CO)O.